Dataset: Full USPTO retrosynthesis dataset with 1.9M reactions from patents (1976-2016). Task: Predict the reactants needed to synthesize the given product. (1) Given the product [Cl:18][C:16]1[CH:15]=[C:14]([NH:19][C:20](=[O:37])[C@@H:21]([NH:29][C:30](=[O:36])[O:31][C:32]([CH3:33])([CH3:35])[CH3:34])[CH2:22][C:23]2[CH:28]=[CH:27][CH:26]=[CH:25][CH:24]=2)[CH:13]=[C:12]([C:6]2[CH:5]=[CH:4][N:3]=[C:2]([CH3:1])[CH:7]=2)[CH:17]=1, predict the reactants needed to synthesize it. The reactants are: [CH3:1][C:2]1[CH:7]=[C:6](B(O)O)[CH:5]=[CH:4][N:3]=1.Br[C:12]1[CH:13]=[C:14]([NH:19][C:20](=[O:37])[C@@H:21]([NH:29][C:30](=[O:36])[O:31][C:32]([CH3:35])([CH3:34])[CH3:33])[CH2:22][C:23]2[CH:28]=[CH:27][CH:26]=[CH:25][CH:24]=2)[CH:15]=[C:16]([Cl:18])[CH:17]=1.[F-].[Cs+].COCCOC. (2) Given the product [NH2:22][C:18]1[CH:17]=[CH:16][CH:15]=[C:14]2[C:19]=1[C:20](=[O:21])[N:12]([CH:7]1[CH2:8][CH2:9][C:10](=[O:11])[N:5]([CH2:4][CH2:3][O:2][CH3:1])[C:6]1=[O:26])[C:13]2=[O:25], predict the reactants needed to synthesize it. The reactants are: [CH3:1][O:2][CH2:3][CH2:4][N:5]1[C:10](=[O:11])[CH2:9][CH2:8][CH:7]([N:12]2[C:20](=[O:21])[C:19]3[C:14](=[CH:15][CH:16]=[CH:17][C:18]=3[N+:22]([O-])=O)[C:13]2=[O:25])[C:6]1=[O:26].[H][H]. (3) Given the product [C:1]([C:4]1[CH:5]=[C:6]([CH:17]=[CH:18][CH:19]=1)[CH2:7][C:8]1[C:9](=[O:11])[NH:26][C:21]([CH2:22][CH2:23][CH3:24])=[N:25][C:14]=1[CH3:15])(=[O:3])[CH3:2], predict the reactants needed to synthesize it. The reactants are: [C:1]([C:4]1[CH:5]=[C:6]([CH:17]=[CH:18][CH:19]=1)[CH2:7][CH:8]([C:14](=O)[CH3:15])[C:9]([O:11]CC)=O)(=[O:3])[CH3:2].Cl.[C:21](=[NH:26])([NH2:25])[CH2:22][CH2:23][CH3:24].C[O-].[Na+].CO.